This data is from Full USPTO retrosynthesis dataset with 1.9M reactions from patents (1976-2016). The task is: Predict the reactants needed to synthesize the given product. (1) Given the product [CH3:29][C:26]1[S:25][C:24]([C:22]([N:18]2[CH2:17][C:16]3([CH2:30][CH2:31][N:13]([CH2:12][CH2:11][C:10]4[CH:9]=[C:8]([CH:34]=[CH:33][CH:32]=4)[CH:7]=[O:6])[CH2:14][CH2:15]3)[O:21][CH2:20][CH2:19]2)=[O:23])=[CH:28][CH:27]=1, predict the reactants needed to synthesize it. The reactants are: C(O)=O.C([O:6][CH:7](OCC)[C:8]1[CH:9]=[C:10]([CH:32]=[CH:33][CH:34]=1)[CH2:11][CH2:12][N:13]1[CH2:31][CH2:30][C:16]2([O:21][CH2:20][CH2:19][N:18]([C:22]([C:24]3[S:25][C:26]([CH3:29])=[CH:27][CH:28]=3)=[O:23])[CH2:17]2)[CH2:15][CH2:14]1)C. (2) Given the product [CH3:1][C:2]1[N:3]=[CH:4][C:5]([CH2:8][OH:9])=[N:6][CH:7]=1, predict the reactants needed to synthesize it. The reactants are: [CH3:1][C:2]1[N:3]=[CH:4][C:5]([C:8](O)=[O:9])=[N:6][CH:7]=1.ClC(OCC(C)C)=O.[BH4-].[Na+].[Cl-].[NH4+]. (3) Given the product [CH2:25]([N:1]1[CH2:2][CH:3]=[C:4]([C:7]2[CH:12]=[CH:11][C:10]([NH:13][C:14]([N:16]3[CH2:24][C:23]4[CH:22]=[CH:21][N:20]=[CH:19][C:18]=4[CH2:17]3)=[O:15])=[CH:9][CH:8]=2)[CH2:5][CH2:6]1)[CH:26]([CH3:28])[CH3:27], predict the reactants needed to synthesize it. The reactants are: [NH:1]1[CH2:6][CH:5]=[C:4]([C:7]2[CH:12]=[CH:11][C:10]([NH:13][C:14]([N:16]3[CH2:24][C:23]4[CH:22]=[CH:21][N:20]=[CH:19][C:18]=4[CH2:17]3)=[O:15])=[CH:9][CH:8]=2)[CH2:3][CH2:2]1.[CH:25](=O)[CH:26]([CH3:28])[CH3:27].C(O[BH-](OC(=O)C)OC(=O)C)(=O)C.[Na+]. (4) Given the product [F:33][C:32]1[CH:31]=[CH:30][C:29]([I:34])=[C:23]2[C:22]=1[CH2:21][N:19]([CH2:18][CH2:17][C:9]1[N:8]=[C:12]3[CH:13]=[CH:14][CH:15]=[CH:16][N:11]3[CH:10]=1)[C:24]2=[O:25], predict the reactants needed to synthesize it. The reactants are: CCN(CC)CC.[N:8]1[C:9]([CH2:17][CH2:18][NH2:19])=[CH:10][N:11]2[CH:16]=[CH:15][CH:14]=[CH:13][C:12]=12.Br[CH2:21][C:22]1[C:32]([F:33])=[CH:31][CH:30]=[C:29]([I:34])[C:23]=1[C:24](OCC)=[O:25]. (5) Given the product [Cl:1][C:2]1[C:7]([F:8])=[CH:6][N:5]=[C:4]2[N:9]([CH2:13][O:14][CH2:15][CH2:16][Si:17]([CH3:20])([CH3:19])[CH3:18])[CH:10]=[C:11]([C:21]#[N:22])[C:3]=12, predict the reactants needed to synthesize it. The reactants are: [Cl:1][C:2]1[C:7]([F:8])=[CH:6][N:5]=[C:4]2[N:9]([CH2:13][O:14][CH2:15][CH2:16][Si:17]([CH3:20])([CH3:19])[CH3:18])[CH:10]=[C:11](I)[C:3]=12.[CH3:21][N:22](C)C=O. (6) Given the product [Br:1][C:2]1[CH:10]=[CH:9][C:5]([CH2:6][OH:7])=[C:4]([Cl:11])[CH:3]=1, predict the reactants needed to synthesize it. The reactants are: [Br:1][C:2]1[CH:10]=[CH:9][C:5]([C:6](O)=[O:7])=[C:4]([Cl:11])[CH:3]=1.O.C(=O)([O-])O.[Na+]. (7) Given the product [C:69]([O:73][C:74](=[O:84])[N:75]([C:4]1[CH:9]=[CH:8][CH:7]=[C:6]([NH:10][C:11](=[O:38])[CH2:12][N:13]2[N:19]=[C:18]([CH:17]3[CH2:16][CH2:29][CH2:28][CH2:27][CH2:26]3)[C:20]3[CH:21]=[CH:22][CH:23]=[CH:24][C:25]=3[N:15]([CH2:30][C:31](=[O:36])[C:32]([CH3:34])([CH3:35])[CH3:33])[C:14]2=[O:37])[CH:5]=1)[CH3:76])([CH3:72])([CH3:71])[CH3:70], predict the reactants needed to synthesize it. The reactants are: COC(=O)[C:4]1[CH:9]=[CH:8][CH:7]=[C:6]([NH:10][C:11](=[O:38])[CH2:12][N:13]2[N:19]=[C:18]([CH:20]3[CH2:25][CH2:24][CH2:23][CH2:22][CH2:21]3)[C:17]3[CH:26]=[CH:27][CH:28]=[CH:29][C:16]=3[N:15]([CH2:30][C:31](=[O:36])[C:32]([CH3:35])([CH3:34])[CH3:33])[C:14]2=[O:37])[CH:5]=1.CC(C)(C)C(=O)CN1C2C=CC=CC=2C(C2C=CC=CC=2)=NN(CC(O)=O)C1=O.[C:69]([O:73][C:74](=[O:84])[N:75](C1C=CC=C(N)C=1)[CH3:76])([CH3:72])([CH3:71])[CH3:70].C1(C2C3C=CC=CC=3N(CC(=O)C(C)(C)C)C(=O)N(CC(O)=O)N=2)CCCCC1.COC(=O)C1C=CC=C(N)C=1. (8) Given the product [CH:30]1([NH:29][C:27]([C:25]2[CH:24]=[CH:23][C:22]([CH3:33])=[C:21]([NH:20][C:18]([C:15]3[CH:14]=[N:13][C:12]([O:8][CH2:7][C:2]4[CH:3]=[CH:4][CH:5]=[CH:6][N:1]=4)=[CH:17][N:16]=3)=[O:19])[CH:26]=2)=[O:28])[CH2:32][CH2:31]1, predict the reactants needed to synthesize it. The reactants are: [N:1]1[CH:6]=[CH:5][CH:4]=[CH:3][C:2]=1[CH2:7][OH:8].[H-].[Na+].Cl[C:12]1[N:13]=[CH:14][C:15]([C:18]([NH:20][C:21]2[CH:26]=[C:25]([C:27]([NH:29][CH:30]3[CH2:32][CH2:31]3)=[O:28])[CH:24]=[CH:23][C:22]=2[CH3:33])=[O:19])=[N:16][CH:17]=1.